Dataset: Full USPTO retrosynthesis dataset with 1.9M reactions from patents (1976-2016). Task: Predict the reactants needed to synthesize the given product. (1) Given the product [C:1]1([CH2:7][CH2:8][CH2:9][CH2:10][CH2:11][O:12][CH2:13][C:14]2[O:18][N:17]=[C:16]([C:19]([OH:21])=[O:20])[CH:15]=2)[CH:2]=[CH:3][CH:4]=[CH:5][CH:6]=1, predict the reactants needed to synthesize it. The reactants are: [C:1]1([CH2:7][CH2:8][CH2:9][CH2:10][CH2:11][O:12][CH2:13][C:14]2[O:18][N:17]=[C:16]([C:19]([O:21]CC)=[O:20])[CH:15]=2)[CH:6]=[CH:5][CH:4]=[CH:3][CH:2]=1.C(O)C.[OH-].[Na+]. (2) Given the product [C:12]([C:14]1[CH:19]=[CH:18][C:17]([N:20]2[C:24]([C:25]3[N:29]([C:30]([NH:32][CH2:33][CH2:34][CH2:35][N+:36]([CH3:1])([CH3:37])[CH3:38])=[O:31])[C:28](=[O:39])[N:27]([C:40]4[CH:45]=[CH:44][CH:43]=[C:42]([C:46]([F:49])([F:47])[F:48])[CH:41]=4)[C:26]=3[CH3:50])=[CH:23][CH:22]=[N:21]2)=[CH:16][CH:15]=1)#[N:13].[C:1]1([S:7]([O-:10])(=[O:9])=[O:8])[CH:6]=[CH:5][CH:4]=[CH:3][CH:2]=1, predict the reactants needed to synthesize it. The reactants are: [C:1]1([S:7]([O:10]C)(=[O:9])=[O:8])[CH:6]=[CH:5][CH:4]=[CH:3][CH:2]=1.[C:12]([C:14]1[CH:19]=[CH:18][C:17]([N:20]2[C:24]([C:25]3[N:29]([C:30]([NH:32][CH2:33][CH2:34][CH2:35][N:36]([CH3:38])[CH3:37])=[O:31])[C:28](=[O:39])[N:27]([C:40]4[CH:45]=[CH:44][CH:43]=[C:42]([C:46]([F:49])([F:48])[F:47])[CH:41]=4)[C:26]=3[CH3:50])=[CH:23][CH:22]=[N:21]2)=[CH:16][CH:15]=1)#[N:13].O.CCOC(C)=O.